From a dataset of Full USPTO retrosynthesis dataset with 1.9M reactions from patents (1976-2016). Predict the reactants needed to synthesize the given product. Given the product [C:22]([O:21][C:19]([NH:10][C@H:5]1[CH2:6][CH2:7][CH2:8][CH2:9][C@H:4]1[CH2:3][S:33][C:30]1[CH:31]=[CH:32][C:27]([Br:26])=[CH:28][CH:29]=1)=[O:20])([CH3:23])([CH3:24])[CH3:25], predict the reactants needed to synthesize it. The reactants are: Cl.O[CH2:3][C@H:4]1[CH2:9][CH2:8][CH2:7][CH2:6][C@H:5]1[NH2:10].[CH3:23][C:22]([O:21][C:19](O[C:19]([O:21][C:22]([CH3:25])([CH3:24])[CH3:23])=[O:20])=[O:20])([CH3:25])[CH3:24].[Br:26][C:27]1[CH:32]=[CH:31][C:30]([S:33][S:33][C:30]2[CH:31]=[CH:32][C:27]([Br:26])=[CH:28][CH:29]=2)=[CH:29][CH:28]=1.P(CCCC)(CCCC)CCCC.[OH-].[Na+].